This data is from NCI-60 drug combinations with 297,098 pairs across 59 cell lines. The task is: Regression. Given two drug SMILES strings and cell line genomic features, predict the synergy score measuring deviation from expected non-interaction effect. (1) Drug 1: C1CC(=O)NC(=O)C1N2CC3=C(C2=O)C=CC=C3N. Drug 2: C1CNP(=O)(OC1)N(CCCl)CCCl. Cell line: HT29. Synergy scores: CSS=-4.66, Synergy_ZIP=-2.06, Synergy_Bliss=-7.17, Synergy_Loewe=-5.24, Synergy_HSA=-6.44. (2) Drug 1: CN(C)C1=NC(=NC(=N1)N(C)C)N(C)C. Drug 2: CC1=C(N=C(N=C1N)C(CC(=O)N)NCC(C(=O)N)N)C(=O)NC(C(C2=CN=CN2)OC3C(C(C(C(O3)CO)O)O)OC4C(C(C(C(O4)CO)O)OC(=O)N)O)C(=O)NC(C)C(C(C)C(=O)NC(C(C)O)C(=O)NCCC5=NC(=CS5)C6=NC(=CS6)C(=O)NCCC[S+](C)C)O. Cell line: SF-268. Synergy scores: CSS=28.2, Synergy_ZIP=-2.19, Synergy_Bliss=-0.219, Synergy_Loewe=-47.9, Synergy_HSA=-5.04. (3) Drug 1: C1CN1C2=NC(=NC(=N2)N3CC3)N4CC4. Drug 2: CC1=C(C(=O)C2=C(C1=O)N3CC4C(C3(C2COC(=O)N)OC)N4)N. Cell line: UACC62. Synergy scores: CSS=55.0, Synergy_ZIP=-2.59, Synergy_Bliss=-2.85, Synergy_Loewe=-0.194, Synergy_HSA=2.95. (4) Drug 1: CNC(=O)C1=CC=CC=C1SC2=CC3=C(C=C2)C(=NN3)C=CC4=CC=CC=N4. Drug 2: CCCCCOC(=O)NC1=NC(=O)N(C=C1F)C2C(C(C(O2)C)O)O. Cell line: M14. Synergy scores: CSS=-1.20, Synergy_ZIP=2.63, Synergy_Bliss=5.14, Synergy_Loewe=0.758, Synergy_HSA=0.884. (5) Drug 1: C1=NC2=C(N1)C(=S)N=C(N2)N. Drug 2: C1=NC2=C(N=C(N=C2N1C3C(C(C(O3)CO)O)F)Cl)N. Cell line: BT-549. Synergy scores: CSS=26.2, Synergy_ZIP=-7.19, Synergy_Bliss=-5.55, Synergy_Loewe=-11.3, Synergy_HSA=-2.93. (6) Drug 1: C1CC(=O)NC(=O)C1N2CC3=C(C2=O)C=CC=C3N. Drug 2: CC1C(C(CC(O1)OC2CC(OC(C2O)C)OC3=CC4=CC5=C(C(=O)C(C(C5)C(C(=O)C(C(C)O)O)OC)OC6CC(C(C(O6)C)O)OC7CC(C(C(O7)C)O)OC8CC(C(C(O8)C)O)(C)O)C(=C4C(=C3C)O)O)O)O. Cell line: SW-620. Synergy scores: CSS=6.33, Synergy_ZIP=0.336, Synergy_Bliss=1.07, Synergy_Loewe=1.53, Synergy_HSA=0.125. (7) Synergy scores: CSS=2.41, Synergy_ZIP=-0.0731, Synergy_Bliss=1.80, Synergy_Loewe=0.595, Synergy_HSA=0.781. Drug 2: CC1C(C(=O)NC(C(=O)N2CCCC2C(=O)N(CC(=O)N(C(C(=O)O1)C(C)C)C)C)C(C)C)NC(=O)C3=C4C(=C(C=C3)C)OC5=C(C(=O)C(=C(C5=N4)C(=O)NC6C(OC(=O)C(N(C(=O)CN(C(=O)C7CCCN7C(=O)C(NC6=O)C(C)C)C)C)C(C)C)C)N)C. Cell line: NCIH23. Drug 1: CN(C)C1=NC(=NC(=N1)N(C)C)N(C)C.